Predict the product of the given reaction. From a dataset of Forward reaction prediction with 1.9M reactions from USPTO patents (1976-2016). (1) Given the reactants [CH2:1]([O:8][C:9]1[C:24](Br)=[CH:23][C:12]([C:13]([NH:15][C@@H:16]2[CH2:21][CH2:20][CH2:19][CH2:18][C@H:17]2[OH:22])=[O:14])=[CH:11][N:10]=1)[C:2]1[CH:7]=[CH:6][CH:5]=[CH:4][CH:3]=1.[Cl:26][C:27]1[CH:32]=[CH:31][C:30](B(O)O)=[CH:29][CH:28]=1.C([O-])([O-])=O.[Na+].[Na+], predict the reaction product. The product is: [CH2:1]([O:8][C:9]1[C:24]([C:30]2[CH:31]=[CH:32][C:27]([Cl:26])=[CH:28][CH:29]=2)=[CH:23][C:12]([C:13]([NH:15][C@@H:16]2[CH2:21][CH2:20][CH2:19][CH2:18][C@H:17]2[OH:22])=[O:14])=[CH:11][N:10]=1)[C:2]1[CH:7]=[CH:6][CH:5]=[CH:4][CH:3]=1. (2) Given the reactants C[CH:2]([CH2:6][C:7]1[CH:12]=[CH:11][C:10]([CH2:13][OH:14])=[CH:9][CH:8]=1)[C:3]([OH:5])=[O:4].[CH2:15](Cl)Cl, predict the reaction product. The product is: [CH:13]([C:10]1[CH:11]=[CH:12][C:7]([CH2:6][CH2:2][C:3]([O:5][CH3:15])=[O:4])=[CH:8][CH:9]=1)=[O:14]. (3) Given the reactants [OH:1][C:2]1[CH:7]=[CH:6][C:5]([SH:8])=[CH:4][CH:3]=1.Cl[C:10]1[CH:15]=[CH:14][CH:13]=[CH:12][N:11]=1.C(=O)([O-])[O-].[K+].[K+].CN(C)C=O, predict the reaction product. The product is: [OH:1][C:2]1[CH:7]=[CH:6][C:5]([S:8][C:10]2[CH:15]=[CH:14][CH:13]=[CH:12][N:11]=2)=[CH:4][CH:3]=1. (4) The product is: [C:1]([O:5][C:6]([N:8]1[CH2:12][CH2:11][C@H:10]([O:13][Si:14]([C:17]([CH3:20])([CH3:19])[CH3:18])([CH3:16])[CH3:15])[C@H:9]1[CH:21]([OH:22])[CH3:26])=[O:7])([CH3:4])([CH3:3])[CH3:2]. Given the reactants [C:1]([O:5][C:6]([N:8]1[CH2:12][CH2:11][C@H:10]([O:13][Si:14]([C:17]([CH3:20])([CH3:19])[CH3:18])([CH3:16])[CH3:15])[C@H:9]1[CH:21]=[O:22])=[O:7])([CH3:4])([CH3:3])[CH3:2].C[Mg+].[Br-].[CH3:26]C(O)=O, predict the reaction product. (5) Given the reactants Br[C:2]1[CH:7]=[CH:6][C:5]([CH:8]2[CH2:12][O:11][C:10]([NH2:13])=[N:9]2)=[CH:4][CH:3]=1.[Cl:14][C:15]1[CH:20]=[CH:19][C:18](B(O)O)=[CH:17][CH:16]=1, predict the reaction product. The product is: [Cl:14][C:15]1[CH:20]=[CH:19][C:18]([C:2]2[CH:7]=[CH:6][C:5]([CH:8]3[CH2:12][O:11][C:10]([NH2:13])=[N:9]3)=[CH:4][CH:3]=2)=[CH:17][CH:16]=1.